This data is from Reaction yield outcomes from USPTO patents with 853,638 reactions. The task is: Predict the reaction yield, written as a fraction of the theoretical maximum amount of product (1.0 means a 100% yield; for example, 0.34 means a 34% yield). (1) The reactants are [CH3:1][Si](C=[N+]=[N-])(C)C.[Br:8][C:9]1[C:10]([C:19]([OH:21])=[O:20])=[N:11][C:12]([C:15]([CH3:18])([CH3:17])[CH3:16])=[N:13][CH:14]=1. The catalyst is C1C=CC=CC=1.CO. The product is [CH3:1][O:20][C:19]([C:10]1[C:9]([Br:8])=[CH:14][N:13]=[C:12]([C:15]([CH3:16])([CH3:17])[CH3:18])[N:11]=1)=[O:21]. The yield is 0.810. (2) The reactants are Cl[C:2]1[N:7]=[C:6]([C:8]2[N:12]3[CH:13]=[CH:14][CH:15]=[CH:16][C:11]3=[N:10][C:9]=2[C:17]2[CH:18]=[CH:19][C:20]([O:25][CH3:26])=[C:21]([CH:24]=2)[C:22]#[N:23])[CH:5]=[CH:4][N:3]=1.Cl.Cl.[CH3:29][N:30]([CH3:41])[CH2:31][CH2:32][O:33][C:34]1[CH:35]=[C:36]([CH:38]=[CH:39][CH:40]=1)[NH2:37].Cl.C([O-])(O)=O.[Na+]. The catalyst is C(O)C(F)(F)F. The product is [CH3:29][N:30]([CH3:41])[CH2:31][CH2:32][O:33][C:34]1[CH:35]=[C:36]([NH:37][C:2]2[N:7]=[C:6]([C:8]3[N:12]4[CH:13]=[CH:14][CH:15]=[CH:16][C:11]4=[N:10][C:9]=3[C:17]3[CH:18]=[CH:19][C:20]([O:25][CH3:26])=[C:21]([CH:24]=3)[C:22]#[N:23])[CH:5]=[CH:4][N:3]=2)[CH:38]=[CH:39][CH:40]=1. The yield is 0.930. (3) The reactants are [H-].[Al+3].[Li+].[H-].[H-].[H-].[NH:7]1[C:15]2[C:10](=[CH:11][C:12]([O:16][CH:17]3[CH2:22][CH2:21][CH:20]([C:23](OCC)=[O:24])[CH2:19][CH2:18]3)=[CH:13][CH:14]=2)[CH:9]=[N:8]1.O.[OH-].[Na+]. The product is [NH:7]1[C:15]2[C:10](=[CH:11][C:12]([O:16][CH:17]3[CH2:18][CH2:19][CH:20]([CH2:23][OH:24])[CH2:21][CH2:22]3)=[CH:13][CH:14]=2)[CH:9]=[N:8]1. The yield is 0.840. The catalyst is O1CCCC1. (4) The reactants are [N+:1]([C:4]1[CH:5]=[C:6]([C:10]2[S:32][C:13]3=[N:14][C:15]([N:19]4[CH2:24][CH2:23][N:22]([C:25]([O:27][C:28]([CH3:31])([CH3:30])[CH3:29])=[O:26])[CH2:21][CH2:20]4)=[CH:16][C:17](=[O:18])[N:12]3[N:11]=2)[CH:7]=[CH:8][CH:9]=1)([O-])=O.NN. The yield is 0.616. The catalyst is CCO.[Ni]. The product is [NH2:1][C:4]1[CH:5]=[C:6]([C:10]2[S:32][C:13]3=[N:14][C:15]([N:19]4[CH2:20][CH2:21][N:22]([C:25]([O:27][C:28]([CH3:30])([CH3:29])[CH3:31])=[O:26])[CH2:23][CH2:24]4)=[CH:16][C:17](=[O:18])[N:12]3[N:11]=2)[CH:7]=[CH:8][CH:9]=1. (5) The reactants are [N+:1]([C:4]1[CH:13]=[CH:12][C:11]([C:14]([OH:16])=[O:15])=[C:10]2[C:5]=1[CH:6]=[CH:7][CH:8]=[N:9]2)([O-:3])=[O:2].IC.[C:19](=O)([O-])[O-].[K+].[K+].O. The catalyst is CN(C=O)C. The product is [CH3:19][O:15][C:14]([C:11]1[CH:12]=[CH:13][C:4]([N+:1]([O-:3])=[O:2])=[C:5]2[C:10]=1[N:9]=[CH:8][CH:7]=[CH:6]2)=[O:16]. The yield is 0.784. (6) The product is [CH3:1][C:2]1[CH:6]=[C:5]([CH3:7])[N:4]([C:13]2[CH:14]=[CH:15][CH:16]=[C:11]([F:10])[N:12]=2)[N:3]=1. The catalyst is CN(C)C=O. The yield is 0.500. The reactants are [CH3:1][C:2]1[CH:6]=[C:5]([CH3:7])[NH:4][N:3]=1.[H-].[Na+].[F:10][C:11]1[CH:16]=[CH:15][CH:14]=[C:13](F)[N:12]=1.O. (7) The reactants are [CH2:1]([O:3][C:4]1[C:9]([C:10]2[CH:15]=[C:14]([N+:16]([O-:18])=[O:17])[CH:13]=[CH:12][C:11]=2F)=[CH:8][N:7]([CH3:20])[C:6](=[O:21])[CH:5]=1)[CH3:2].[Cl:22][C:23]1[CH:28]=[CH:27][C:26]([OH:29])=[CH:25][CH:24]=1.C(=O)([O-])[O-].[Cs+].[Cs+]. The catalyst is CS(C)=O. The product is [Cl:22][C:23]1[CH:28]=[CH:27][C:26]([O:29][C:11]2[CH:12]=[CH:13][C:14]([N+:16]([O-:18])=[O:17])=[CH:15][C:10]=2[C:9]2[C:4]([O:3][CH2:1][CH3:2])=[CH:5][C:6](=[O:21])[N:7]([CH3:20])[CH:8]=2)=[CH:25][CH:24]=1. The yield is 0.910. (8) The reactants are [C:1]([NH:4][NH2:5])(N)=[NH:2].Cl.[CH:7]1([C:10]2[C:19]3[C:14](=[CH:15][CH:16]=[CH:17][CH:18]=3)[C:13]([N:20]=[C:21]=[S:22])=[CH:12][CH:11]=2)[CH2:9][CH2:8]1.C(N(C(C)C)CC)(C)C. The catalyst is CN(C=O)C. The product is [NH2:2][C:1]1[N:20]([C:13]2[C:14]3[C:19](=[CH:18][CH:17]=[CH:16][CH:15]=3)[C:10]([CH:7]3[CH2:9][CH2:8]3)=[CH:11][CH:12]=2)[C:21]([SH:22])=[N:5][N:4]=1. The yield is 0.490.